Dataset: Catalyst prediction with 721,799 reactions and 888 catalyst types from USPTO. Task: Predict which catalyst facilitates the given reaction. (1) Reactant: [Fe:1](Cl)Cl.[C:4]([O-:23])(=[O:22])[CH2:5][CH2:6][CH2:7][CH2:8][CH2:9][CH2:10][CH2:11]/[CH:12]=[CH:13]\[CH2:14][CH2:15][CH2:16][CH2:17][CH2:18][CH2:19][CH2:20][CH3:21].[Na+].C(O)C.O. Product: [Fe:1].[C:4]([O-:23])(=[O:22])[CH2:5][CH2:6][CH2:7][CH2:8][CH2:9][CH2:10][CH2:11]/[CH:12]=[CH:13]\[CH2:14][CH2:15][CH2:16][CH2:17][CH2:18][CH2:19][CH2:20][CH3:21]. The catalyst class is: 81. (2) Reactant: [CH3:1][N:2]1[C:10]2[C:5](=[CH:6][C:7]([CH:11]([C:13]3[CH:14]=[C:15]4[C:19](=[CH:20][CH:21]=3)[N:18]([CH3:22])[N:17]=[CH:16]4)O)=[CH:8][CH:9]=2)[CH:4]=[N:3]1.C(Cl)Cl.S(Cl)(Cl)=O.[N:30]1([C:36]([O:38][C:39]([CH3:42])([CH3:41])[CH3:40])=[O:37])[CH2:35][CH2:34][NH:33][CH2:32][CH2:31]1. Product: [CH3:1][N:2]1[C:10]2[C:5](=[CH:6][C:7]([CH:11]([C:13]3[CH:14]=[C:15]4[C:19](=[CH:20][CH:21]=3)[N:18]([CH3:22])[N:17]=[CH:16]4)[N:33]3[CH2:32][CH2:31][N:30]([C:36]([O:38][C:39]([CH3:42])([CH3:41])[CH3:40])=[O:37])[CH2:35][CH2:34]3)=[CH:8][CH:9]=2)[CH:4]=[N:3]1. The catalyst class is: 10. (3) Reactant: [Cl:1][C:2]1[C:3]([C:14](Cl)=[O:15])=[N:4][O:5][C:6]=1[C:7]1[CH:12]=[CH:11][C:10]([Cl:13])=[CH:9][CH:8]=1.[O:17]1[CH2:21][CH2:20][C@H:19]([NH2:22])[CH2:18]1.C(=O)([O-])[O-].[K+].[K+]. Product: [Cl:1][C:2]1[C:3]([C:14]([NH:22][C@H:19]2[CH2:20][CH2:21][O:17][CH2:18]2)=[O:15])=[N:4][O:5][C:6]=1[C:7]1[CH:12]=[CH:11][C:10]([Cl:13])=[CH:9][CH:8]=1. The catalyst class is: 4. (4) Reactant: Cl.[F:2][CH2:3][C@@H:4]1[CH2:8][CH2:7][CH2:6][NH:5]1.[CH3:9][N:10]1[CH:14]=[C:13]([C:15]2[N:19]([C:20]3[CH:21]=[N:22][CH:23]=[CH:24][CH:25]=3)[N:18]=[C:17]([C:26](O)=[O:27])[CH:16]=2)[CH:12]=[N:11]1.Cl.CN(C)CCCN=C=NCC.ON1C2C=CC=CC=2N=N1. The catalyst class is: 236. Product: [CH3:9][N:10]1[CH:14]=[C:13]([C:15]2[N:19]([C:20]3[CH:21]=[N:22][CH:23]=[CH:24][CH:25]=3)[N:18]=[C:17]([C:26]([N:5]3[CH2:6][CH2:7][CH2:8][C@H:4]3[CH2:3][F:2])=[O:27])[CH:16]=2)[CH:12]=[N:11]1.